From a dataset of Reaction yield outcomes from USPTO patents with 853,638 reactions. Predict the reaction yield, written as a fraction of the theoretical maximum amount of product (1.0 means a 100% yield; for example, 0.34 means a 34% yield). (1) The reactants are C(OC([C:11]1[C:19]2[C:14](=[CH:15][CH:16]=[C:17](/C=C/C(OC)=O)[CH:18]=2)[NH:13][C:12]=1[CH3:26])=O)C1C=CC=CC=1.CO.[BH4-].[Li+].CCCCCC.[C:37](OCC)(=[O:39])[CH3:38]. The catalyst is C1COCC1. The product is [NH:13]1[C:14]2[C:19](=[CH:18][CH:17]=[CH:16][CH:15]=2)[CH:11]=[C:12]1[CH2:26][CH2:38][CH2:37][OH:39]. The yield is 0.810. (2) The catalyst is C1COCC1.O1CCOCC1. The yield is 0.360. The product is [ClH:13].[Br:1][C:2]1[CH:3]=[C:4]([Cl:13])[C:5]([C:8]([F:12])([CH3:11])[CH2:9][NH2:10])=[N:6][CH:7]=1. The reactants are [Br:1][C:2]1[CH:3]=[C:4]([Cl:13])[C:5]([C:8]([F:12])([CH3:11])[C:9]#[N:10])=[N:6][CH:7]=1.[H-].[H-].[H-].[H-].[Li+].[Al+3].Cl. (3) The yield is 1.00. The reactants are [CH3:1][O:2][C:3](=[O:23])[C:4]1[CH:9]=[C:8]([C:10]([C:13]#[N:14])([CH3:12])[CH3:11])[CH:7]=[C:6]([O:15]CC2C=CC=CC=2)[CH:5]=1. The catalyst is CO.[Pd]. The product is [CH3:1][O:2][C:3](=[O:23])[C:4]1[CH:5]=[C:6]([OH:15])[CH:7]=[C:8]([C:10]([C:13]#[N:14])([CH3:12])[CH3:11])[CH:9]=1. (4) The reactants are [F:1][C:2]1[CH:7]=[CH:6][C:5]([N:8]2[CH2:16][C:15]3[C:10](=[CH:11][CH:12]=[C:13]([O:17]C)[CH:14]=3)[CH:9]2[CH2:19][C:20]2[CH:25]=[CH:24][C:23]([O:26]CCC3CCCCN3)=[CH:22][CH:21]=2)=[CH:4][CH:3]=1.B(Br)(Br)Br. The yield is 0.840. The catalyst is C(Cl)Cl. The product is [F:1][C:2]1[CH:7]=[CH:6][C:5]([N:8]2[CH2:16][C:15]3[C:10](=[CH:11][CH:12]=[C:13]([OH:17])[CH:14]=3)[CH:9]2[CH2:19][C:20]2[CH:25]=[CH:24][C:23]([OH:26])=[CH:22][CH:21]=2)=[CH:4][CH:3]=1.